Predict the product of the given reaction. From a dataset of Forward reaction prediction with 1.9M reactions from USPTO patents (1976-2016). (1) Given the reactants Br[C:2]1[CH:3]=[CH:4][C:5]([C:8]#[N:9])=[N:6][CH:7]=1.[N:10]1([C:16]([O:18][C:19]([CH3:22])([CH3:21])[CH3:20])=[O:17])[CH2:15][CH2:14][NH:13][CH2:12][CH2:11]1.C(=O)([O-])[O-].[Cs+].[Cs+].CNC1CCCCC1NC, predict the reaction product. The product is: [C:8]([C:5]1[N:6]=[CH:7][C:2]([N:13]2[CH2:12][CH2:11][N:10]([C:16]([O:18][C:19]([CH3:22])([CH3:21])[CH3:20])=[O:17])[CH2:15][CH2:14]2)=[CH:3][CH:4]=1)#[N:9]. (2) Given the reactants OO.[OH-].[Li+].[CH:5]([C@@H:8]1[CH2:12][C@@H:11]([C@@H:13]([N:34]=[N+:35]=[N-:36])[CH2:14][C@H:15]([C:19](N2[C@@H](CC3C=CC=CC=3)COC2=O)=[O:20])[CH:16]([CH3:18])[CH3:17])[O:10][C:9]1=[O:37])([CH3:7])[CH3:6].S([O-])([O-])=[O:39].[Na+].[Na+].C1(C)C=CC(S(O)(=O)=O)=CC=1, predict the reaction product. The product is: [CH:5]([C@@H:8]1[CH2:12][C@@H:11]([C@@H:13]([N:34]=[N+:35]=[N-:36])[CH2:14][C@H:15]([C:19]([OH:20])=[O:39])[CH:16]([CH3:17])[CH3:18])[O:10][C:9]1=[O:37])([CH3:6])[CH3:7]. (3) Given the reactants [CH3:1][C@H:2]1[CH2:6][CH2:5][CH2:4][N:3]1[C@H:7]1[CH2:11][CH2:10][N:9]([C:12]2[CH:13]=[C:14]3[C:19](=[CH:20][CH:21]=2)[CH2:18][NH:17][CH2:16][CH2:15]3)[CH2:8]1.[Br:22][C:23]1[N:28]=[CH:27][C:26](Br)=[CH:25][N:24]=1, predict the reaction product. The product is: [Br:22][C:23]1[N:28]=[CH:27][C:26]([N:17]2[CH2:16][CH2:15][C:14]3[C:19](=[CH:20][CH:21]=[C:12]([N:9]4[CH2:10][CH2:11][C@H:7]([N:3]5[CH2:4][CH2:5][CH2:6][C@@H:2]5[CH3:1])[CH2:8]4)[CH:13]=3)[CH2:18]2)=[CH:25][N:24]=1.